From a dataset of Full USPTO retrosynthesis dataset with 1.9M reactions from patents (1976-2016). Predict the reactants needed to synthesize the given product. (1) Given the product [CH3:31][C:32]1[C:36]([NH:37][C:26]([CH2:25][NH:24][C:22](=[O:23])[C:21]2[CH:29]=[CH:30][C:18]([S:15](=[O:16])(=[O:17])[NH:14][C:9]3[CH:10]=[CH:11][CH:12]=[CH:13][C:8]=3[O:1][C:2]3[CH:7]=[CH:6][CH:5]=[CH:4][CH:3]=3)=[CH:19][CH:20]=2)=[O:28])=[C:35]([CH3:38])[O:34][N:33]=1, predict the reactants needed to synthesize it. The reactants are: [O:1]([C:8]1[CH:13]=[CH:12][CH:11]=[CH:10][C:9]=1[NH:14][S:15]([C:18]1[CH:30]=[CH:29][C:21]([C:22]([NH:24][CH2:25][C:26]([OH:28])=O)=[O:23])=[CH:20][CH:19]=1)(=[O:17])=[O:16])[C:2]1[CH:7]=[CH:6][CH:5]=[CH:4][CH:3]=1.[CH3:31][C:32]1[C:36]([NH2:37])=[C:35]([CH3:38])[O:34][N:33]=1. (2) Given the product [Cl:1][C:2]1[N:7]=[N:6][C:5]([NH:8][NH:9][C:14](=[S:15])[NH:13][CH3:12])=[C:4]([CH3:10])[C:3]=1[CH3:11], predict the reactants needed to synthesize it. The reactants are: [Cl:1][C:2]1[N:7]=[N:6][C:5]([NH:8][NH2:9])=[C:4]([CH3:10])[C:3]=1[CH3:11].[CH3:12][N:13]=[C:14]=[S:15].